Dataset: Full USPTO retrosynthesis dataset with 1.9M reactions from patents (1976-2016). Task: Predict the reactants needed to synthesize the given product. (1) The reactants are: C[O:2][C:3]1[CH:8]=[CH:7][C:6]([S:9]([N:12]2[CH:25]([CH3:26])[C:24]3[C:19](=[CH:20][CH:21]=[CH:22][CH:23]=3)[C:18]3[CH:17]=[CH:16][CH:15]=[CH:14][C:13]2=3)(=[O:11])=[O:10])=[CH:5][C:4]=1[C:27]([F:30])([F:29])[F:28].C1CCCCC=1.B(Br)(Br)Br.ClCCl. Given the product [CH3:26][CH:25]1[C:24]2[C:19](=[CH:20][CH:21]=[CH:22][CH:23]=2)[C:18]2[CH:17]=[CH:16][CH:15]=[CH:14][C:13]=2[N:12]1[S:9]([C:6]1[CH:7]=[CH:8][C:3]([OH:2])=[C:4]([C:27]([F:29])([F:28])[F:30])[CH:5]=1)(=[O:10])=[O:11], predict the reactants needed to synthesize it. (2) The reactants are: OS(C(F)(F)F)(=O)=O.[C:9]([S:12][CH2:13][C:14]1[CH2:23][CH2:22][C:21]2[C:16](=[CH:17][C:18]([Br:24])=[CH:19][CH:20]=2)[C:15]=1[CH3:25])(=[NH:11])[NH2:10].C(=O)(O)[O-].[Na+]. Given the product [Br:24][C:18]1[CH:17]=[C:16]2[C:21]([CH2:22][CH2:23][C@@H:14]3[CH2:13][S:12][C:9]([NH2:10])=[N:11][C@:15]32[CH3:25])=[CH:20][CH:19]=1, predict the reactants needed to synthesize it. (3) Given the product [CH2:15]([N:22]1[CH2:2][C:3](=[O:4])[N:5]2[CH2:9][C@@H:8]([OH:10])[CH2:7][C@@H:6]2[C:11]1=[O:13])[C:16]1[CH:21]=[CH:20][CH:19]=[CH:18][CH:17]=1, predict the reactants needed to synthesize it. The reactants are: Cl[CH2:2][C:3]([N:5]1[CH2:9][C@@H:8]([OH:10])[CH2:7][C@@H:6]1[C:11]([O:13]C)=O)=[O:4].[CH2:15]([NH2:22])[C:16]1[CH:21]=[CH:20][CH:19]=[CH:18][CH:17]=1.C(N(CC)CC)C. (4) Given the product [CH:1]1([S:4]([C:7]2[CH:12]=[CH:11][C:10]([CH:13]([C:21]3[NH:25][C:24]([C:26]4[S:27][C:28]([CH:31]([OH:33])[CH3:32])=[CH:29][N:30]=4)=[CH:23][C:22]=3[F:34])[CH2:14][CH:15]3[CH2:16][CH2:17][O:18][CH2:19][CH2:20]3)=[CH:9][CH:8]=2)(=[O:5])=[O:6])[CH2:3][CH2:2]1, predict the reactants needed to synthesize it. The reactants are: [CH:1]1([S:4]([C:7]2[CH:12]=[CH:11][C:10]([CH:13]([C:21]3[NH:25][C:24]([C:26]4[S:27][C:28]([CH:31]([OH:33])[CH3:32])=[CH:29][N:30]=4)=[CH:23][CH:22]=3)[CH2:14][CH:15]3[CH2:20][CH2:19][O:18][CH2:17][CH2:16]3)=[CH:9][CH:8]=2)(=[O:6])=[O:5])[CH2:3][CH2:2]1.[F:34]C(F)(F)S([O-])(=O)=O.ClC1C=CC=C(Cl)[N+]=1F.